The task is: Regression. Given a peptide amino acid sequence and an MHC pseudo amino acid sequence, predict their binding affinity value. This is MHC class II binding data.. This data is from Peptide-MHC class II binding affinity with 134,281 pairs from IEDB. (1) The binding affinity (normalized) is 0.617. The MHC is DRB4_0101 with pseudo-sequence DRB4_0103. The peptide sequence is IMRIKKLTITGKGTL. (2) The peptide sequence is GVEGIGLQYLGYVIRK. The MHC is DRB4_0103 with pseudo-sequence DRB4_0103. The binding affinity (normalized) is 0.710. (3) The peptide sequence is DKYNKQLMVSSCVTS. The MHC is DRB1_0802 with pseudo-sequence DRB1_0802. The binding affinity (normalized) is 0.316.